Task: Predict the reactants needed to synthesize the given product.. Dataset: Full USPTO retrosynthesis dataset with 1.9M reactions from patents (1976-2016) (1) Given the product [CH2:13]([N:12]([CH2:15][CH3:16])[S:9]([C:5]1[C:6]([CH3:8])=[N:7][C:2]([NH:17][NH2:18])=[CH:3][CH:4]=1)(=[O:11])=[O:10])[CH3:14], predict the reactants needed to synthesize it. The reactants are: Cl[C:2]1[N:7]=[C:6]([CH3:8])[C:5]([S:9]([N:12]([CH2:15][CH3:16])[CH2:13][CH3:14])(=[O:11])=[O:10])=[CH:4][CH:3]=1.[NH2:17][NH2:18]. (2) Given the product [CH3:13][C:14]1[N:15]([CH2:39][C:40]2[S:41][CH:42]=[CH:43][CH:44]=2)[C:16](=[O:38])[C:17]([CH2:23][C:24]2[CH:25]=[CH:26][C:27]([C:30]3[CH:35]=[CH:34][CH:33]=[CH:32][C:31]=3[C:36]3[NH:3][C:4](=[O:7])[O:5][N:37]=3)=[CH:28][CH:29]=2)=[C:18]([CH2:20][CH2:21][CH3:22])[N:19]=1, predict the reactants needed to synthesize it. The reactants are: [Cl-].O[NH3+:3].[C:4](=[O:7])([O-])[OH:5].[Na+].CS(C)=O.[CH3:13][C:14]1[N:15]([CH2:39][C:40]2[S:41][CH:42]=[CH:43][CH:44]=2)[C:16](=[O:38])[C:17]([CH2:23][C:24]2[CH:29]=[CH:28][C:27]([C:30]3[C:31]([C:36]#[N:37])=[CH:32][CH:33]=[CH:34][CH:35]=3)=[CH:26][CH:25]=2)=[C:18]([CH2:20][CH2:21][CH3:22])[N:19]=1.